Dataset: Buchwald-Hartwig C-N cross coupling reaction yields with 55,370 reactions. Task: Predict the reaction yield, written as a fraction of the theoretical maximum amount of product (1.0 means a 100% yield; for example, 0.34 means a 34% yield). (1) The reactants are CCc1ccc(Cl)cc1.Cc1ccc(N)cc1.O=S(=O)(O[Pd]1c2ccccc2-c2ccccc2N~1)C(F)(F)F.CC(C)c1cc(C(C)C)c(-c2ccccc2P(C2CCCCC2)C2CCCCC2)c(C(C)C)c1.CN(C)C(=NC(C)(C)C)N(C)C.CCOC(=O)c1cc(C)no1. No catalyst specified. The product is CCc1ccc(Nc2ccc(C)cc2)cc1. The yield is 0.00705. (2) The reactants are CCc1ccc(Br)cc1.Cc1ccc(N)cc1.O=S(=O)(O[Pd]1c2ccccc2-c2ccccc2N~1)C(F)(F)F.COc1ccc(OC)c(P([C@]23C[C@H]4C[C@H](C[C@H](C4)C2)C3)[C@]23C[C@H]4C[C@H](C[C@H](C4)C2)C3)c1-c1c(C(C)C)cc(C(C)C)cc1C(C)C.CN(C)C(=NC(C)(C)C)N(C)C.c1ccc(-c2ccno2)cc1. No catalyst specified. The product is CCc1ccc(Nc2ccc(C)cc2)cc1. The yield is 0.293. (3) The yield is 0.300. The reactants are Clc1ccccn1.Cc1ccc(N)cc1.O=S(=O)(O[Pd]1c2ccccc2-c2ccccc2N~1)C(F)(F)F.CC(C)c1cc(C(C)C)c(-c2ccccc2P(C(C)(C)C)C(C)(C)C)c(C(C)C)c1.CCN=P(N=P(N(C)C)(N(C)C)N(C)C)(N(C)C)N(C)C.c1ccc(-c2ccno2)cc1. No catalyst specified. The product is Cc1ccc(Nc2ccccn2)cc1. (4) The reactants are Brc1cccnc1.Cc1ccc(N)cc1.O=S(=O)(O[Pd]1c2ccccc2-c2ccccc2N~1)C(F)(F)F.COc1ccc(OC)c(P(C(C)(C)C)C(C)(C)C)c1-c1c(C(C)C)cc(C(C)C)cc1C(C)C.CN(C)C(=NC(C)(C)C)N(C)C.c1ccc2nocc2c1. No catalyst specified. The product is Cc1ccc(Nc2cccnc2)cc1. The yield is 0.116. (5) The reactants are Ic1cccnc1.Cc1ccc(N)cc1.O=S(=O)(O[Pd]1c2ccccc2-c2ccccc2N~1)C(F)(F)F.COc1ccc(OC)c(P([C@]23C[C@H]4C[C@H](C[C@H](C4)C2)C3)[C@]23C[C@H]4C[C@H](C[C@H](C4)C2)C3)c1-c1c(C(C)C)cc(C(C)C)cc1C(C)C.CCN=P(N=P(N(C)C)(N(C)C)N(C)C)(N(C)C)N(C)C.CCOC(=O)c1ccon1. No catalyst specified. The product is Cc1ccc(Nc2cccnc2)cc1. The yield is 0.168. (6) The reactants are CCc1ccc(Br)cc1.Cc1ccc(N)cc1.O=S(=O)(O[Pd]1c2ccccc2-c2ccccc2N~1)C(F)(F)F.COc1ccc(OC)c(P(C(C)(C)C)C(C)(C)C)c1-c1c(C(C)C)cc(C(C)C)cc1C(C)C.CCN=P(N=P(N(C)C)(N(C)C)N(C)C)(N(C)C)N(C)C.CCOC(=O)c1cc(C)no1. No catalyst specified. The product is CCc1ccc(Nc2ccc(C)cc2)cc1. The yield is 0.622.